Dataset: Full USPTO retrosynthesis dataset with 1.9M reactions from patents (1976-2016). Task: Predict the reactants needed to synthesize the given product. (1) Given the product [O:20]=[CH:5][CH2:4][CH2:3][CH2:2][CH2:1][O:7][CH2:8][C:9]([O:11][C:12]([CH3:15])([CH3:14])[CH3:13])=[O:10], predict the reactants needed to synthesize it. The reactants are: [CH2:1]([O:7][CH2:8][C:9]([O:11][C:12]([CH3:15])([CH3:14])[CH3:13])=[O:10])[CH2:2][CH2:3][CH2:4][CH:5]=C.C[N+]1([O-])CC[O:20]CC1.CCOC(C)=O.CCCCCCC.I([O-])(=O)(=O)=O.[Na+]. (2) Given the product [F:15][C:2]([F:1])([F:14])[C:3]1[CH:8]=[CH:7][CH:6]=[CH:5][C:4]=1[C:9]1[N:13]([CH2:18][C:19]2[CH:20]=[N:21][CH:22]=[CH:23][CH:24]=2)[N:12]=[N:11][N:10]=1, predict the reactants needed to synthesize it. The reactants are: [F:1][C:2]([F:15])([F:14])[C:3]1[CH:8]=[CH:7][CH:6]=[CH:5][C:4]=1[C:9]1[NH:13][N:12]=[N:11][N:10]=1.Br.Br[CH2:18][C:19]1[CH:20]=[N:21][CH:22]=[CH:23][CH:24]=1.Br.BrCC1C=CN=CC=1.